From a dataset of Catalyst prediction with 721,799 reactions and 888 catalyst types from USPTO. Predict which catalyst facilitates the given reaction. (1) Reactant: [F:1][C:2]1[CH:10]=[C:9]2[C:5]([C:6]([C:20]3[CH:28]=[C:27]4[C:23]([CH2:24][C:25](=[O:29])[NH:26]4)=[CH:22][CH:21]=3)=[CH:7][N:8]2S(C2C=CC=CC=2)(=O)=O)=[CH:4][CH:3]=1.[NH4+].[Cl-]. Product: [F:1][C:2]1[CH:10]=[C:9]2[C:5]([C:6]([C:20]3[CH:28]=[C:27]4[C:23]([CH2:24][C:25](=[O:29])[NH:26]4)=[CH:22][CH:21]=3)=[CH:7][NH:8]2)=[CH:4][CH:3]=1. The catalyst class is: 36. (2) Reactant: [CH3:1][C:2]1[CH:7]=[CH:6][C:5]([NH:8][C:9](=[O:19])[C:10]2[CH:15]=[CH:14][CH:13]=[CH:12][C:11]=2[N+:16]([O-])=O)=[CH:4][C:3]=1[C:20]([F:23])([F:22])[F:21]. Product: [NH2:16][C:11]1[CH:12]=[CH:13][CH:14]=[CH:15][C:10]=1[C:9]([NH:8][C:5]1[CH:6]=[CH:7][C:2]([CH3:1])=[C:3]([C:20]([F:21])([F:22])[F:23])[CH:4]=1)=[O:19]. The catalyst class is: 94.